This data is from Catalyst prediction with 721,799 reactions and 888 catalyst types from USPTO. The task is: Predict which catalyst facilitates the given reaction. Reactant: [F:1][C:2]([F:22])([F:21])[C:3]1[CH:4]=[C:5]([CH:18]=[CH:19][CH:20]=1)[O:6][C:7]1[C:16]2[C:11](=[C:12]([NH2:17])[CH:13]=[CH:14][CH:15]=2)[N:10]=[CH:9][CH:8]=1.[Cl:23][C:24]1[CH:32]=[CH:31][C:30]([CH2:33][NH:34][C:35](=[O:40])[C:36]([CH3:39])([CH3:38])[CH3:37])=[CH:29][C:25]=1[C:26](O)=[O:27].C(Cl)(=O)C(Cl)=O.CCN(C(C)C)C(C)C. Product: [Cl:23][C:24]1[CH:32]=[CH:31][C:30]([CH2:33][NH:34][C:35](=[O:40])[C:36]([CH3:38])([CH3:37])[CH3:39])=[CH:29][C:25]=1[C:26]([NH:17][C:12]1[CH:13]=[CH:14][CH:15]=[C:16]2[C:11]=1[N:10]=[CH:9][CH:8]=[C:7]2[O:6][C:5]1[CH:18]=[CH:19][CH:20]=[C:3]([C:2]([F:1])([F:21])[F:22])[CH:4]=1)=[O:27]. The catalyst class is: 85.